Dataset: Full USPTO retrosynthesis dataset with 1.9M reactions from patents (1976-2016). Task: Predict the reactants needed to synthesize the given product. Given the product [F:1][C:2]1[CH:3]=[CH:4][C:5]2=[C:6]([CH:37]=1)[O:7][CH2:8][C:9]1[C:35]([F:36])=[CH:34][CH:33]=[CH:32][C:10]=1/[C:11]/2=[CH:12]\[C:13]1[CH:18]=[CH:17][C:16]2[N:19]([C@@H:20]3[CH2:28][N:27]4[C@H:22]([CH2:23][O:24][CH2:25][CH2:26]4)[CH2:21]3)/[C:58](=[N:59]/[C:60]#[N:61])/[NH:29][C:15]=2[CH:14]=1, predict the reactants needed to synthesize it. The reactants are: [F:1][C:2]1[CH:3]=[CH:4][C:5]2=[C:6]([CH:37]=1)[O:7][CH2:8][C:9]1[C:35]([F:36])=[CH:34][CH:33]=[CH:32][C:10]=1/[C:11]/2=[CH:12]\[C:13]1[CH:18]=[CH:17][C:16]([NH:19][C@@H:20]2[CH2:28][N:27]3[C@H:22]([CH2:23][O:24][CH2:25][CH2:26]3)[CH2:21]2)=[C:15]([N+:29]([O-])=O)[CH:14]=1.C(N(CC)CC)C.N1C=CC=CC=1.C1C=CC(O[C:58](OC2C=CC=CC=2)=[N:59][C:60]#[N:61])=CC=1.